Dataset: Catalyst prediction with 721,799 reactions and 888 catalyst types from USPTO. Task: Predict which catalyst facilitates the given reaction. (1) Reactant: CON(C)[C:4]([C:6]1[C:15](=[O:16])[C:14]2[C:9](=[CH:10][CH:11]=[CH:12][CH:13]=2)[N:8]([CH2:17][C:18]2[CH:23]=[CH:22][CH:21]=[C:20]([Br:24])[N:19]=2)[CH:7]=1)=[O:5].I[C:27]1[CH:28]=[CH:29][C:30]([C:33]([F:36])([F:35])[F:34])=[N:31][CH:32]=1.C([Mg]Cl)(C)C. Product: [Br:24][C:20]1[N:19]=[C:18]([CH2:17][N:8]2[C:9]3[C:14](=[CH:13][CH:12]=[CH:11][CH:10]=3)[C:15](=[O:16])[C:6]([C:4]([C:32]3[CH:27]=[CH:28][CH:29]=[C:30]([C:33]([F:36])([F:35])[F:34])[N:31]=3)=[O:5])=[CH:7]2)[CH:23]=[CH:22][CH:21]=1. The catalyst class is: 1. (2) Reactant: [ClH:1].[NH:2]1[CH2:6][CH2:5][N:4]=[C:3]1/[CH:7]=[CH:8]/[C:9]1[CH:14]=[CH:13][C:12]([NH:15][C:16]([C:18]2[CH:23]=[CH:22][C:21]([C:24]3[CH:29]=[CH:28][CH:27]=[CH:26][CH:25]=3)=[CH:20][CH:19]=2)=[O:17])=[CH:11][CH:10]=1. Product: [ClH:1].[NH:4]1[CH2:5][CH2:6][N:2]=[C:3]1[CH:7]=[CH:8][C:9]1[CH:10]=[CH:11][C:12]([NH:15][C:16]([C:18]2[CH:23]=[CH:22][C:21]([C:24]3[CH:25]=[CH:26][CH:27]=[CH:28][CH:29]=3)=[CH:20][CH:19]=2)=[O:17])=[CH:13][CH:14]=1. The catalyst class is: 352. (3) Reactant: I[C:2]1[CH:7]=[CH:6][C:5]([CH:8]2[CH2:12][CH2:11][CH:10]([OH:13])[CH2:9]2)=[CH:4][CH:3]=1.[Cl:14][C:15]1[CH:20]=[CH:19][C:18]([C:21]2[CH:22]=[CH:23][C:24]([C:27]#[CH:28])=[N:25][CH:26]=2)=[CH:17][CH:16]=1. Product: [Cl:14][C:15]1[CH:16]=[CH:17][C:18]([C:21]2[CH:22]=[CH:23][C:24]([C:27]#[C:28][C:2]3[CH:7]=[CH:6][C:5]([CH:8]4[CH2:12][CH2:11][CH:10]([OH:13])[CH2:9]4)=[CH:4][CH:3]=3)=[N:25][CH:26]=2)=[CH:19][CH:20]=1. The catalyst class is: 61. (4) Reactant: [NH2:1][C:2]1[C:16]([F:17])=[CH:15][C:5]([O:6][C:7]([CH3:14])([CH3:13])[C:8](OCC)=[O:9])=[C:4]([N:18]2[C:22](=[O:23])[N:21]([CH3:24])[N:20]=[N:19]2)[CH:3]=1.[BH4-].[Li+].CO.[OH-].[Na+]. Product: [NH2:1][C:2]1[C:16]([F:17])=[CH:15][C:5]([O:6][C:7]([CH3:13])([CH3:14])[CH2:8][OH:9])=[C:4]([N:18]2[C:22](=[O:23])[N:21]([CH3:24])[N:20]=[N:19]2)[CH:3]=1. The catalyst class is: 28. (5) Reactant: [Cl:1][C:2]1[CH:7]=[CH:6][CH:5]=[C:4]([Cl:8])[C:3]=1[NH:9][C:10]1[N:11]([CH3:28])[C:12]2[C:13]([N:27]=1)=[C:14]([CH:25]=O)[CH:15]=[C:16]1[C:21]=2[C:20](=[O:22])[NH:19][C:18]([CH3:23])=[C:17]1[CH3:24].[CH2:29]([CH2:31][NH2:32])[OH:30].[BH3-]C#N.[Na+]. Product: [Cl:8][C:4]1[CH:5]=[CH:6][CH:7]=[C:2]([Cl:1])[C:3]=1[NH:9][C:10]1[N:11]([CH3:28])[C:12]2[C:21]3[C:20](=[O:22])[NH:19][C:18]([CH3:23])=[C:17]([CH3:24])[C:16]=3[CH:15]=[C:14]([CH2:25][NH:32][CH2:31][CH2:29][OH:30])[C:13]=2[N:27]=1. The catalyst class is: 5. (6) Reactant: [CH2:1]([C@@:4]1([CH3:37])[CH2:9][C@H:8]([C:10]2[CH:15]=[CH:14][CH:13]=[C:12]([Cl:16])[CH:11]=2)[C@@H:7]([C:17]2[CH:22]=[CH:21][C:20]([Cl:23])=[CH:19][CH:18]=2)[N:6]([C@@H:24]([CH2:34][CH3:35])[CH2:25][NH:26][S:27]([CH2:30][CH2:31][CH2:32]Cl)(=[O:29])=[O:28])[C:5]1=[O:36])[CH:2]=[CH2:3].C1CCN2C(=NCCC2)CC1. Product: [CH2:1]([C@@:4]1([CH3:37])[CH2:9][C@H:8]([C:10]2[CH:15]=[CH:14][CH:13]=[C:12]([Cl:16])[CH:11]=2)[C@@H:7]([C:17]2[CH:22]=[CH:21][C:20]([Cl:23])=[CH:19][CH:18]=2)[N:6]([C@@H:24]([CH2:34][CH3:35])[CH2:25][N:26]2[CH2:32][CH2:31][CH2:30][S:27]2(=[O:29])=[O:28])[C:5]1=[O:36])[CH:2]=[CH2:3]. The catalyst class is: 3.